Task: Predict which catalyst facilitates the given reaction.. Dataset: Catalyst prediction with 721,799 reactions and 888 catalyst types from USPTO (1) Reactant: [F:1][C:2]1[CH:7]=[CH:6][C:5]([C:8]2[N:9]=[C:10]3[C:15]([N+:16]([O-])=O)=[CH:14][CH:13]=[CH:12][N:11]3[C:19]=2[C:20](=[O:22])[CH3:21])=[CH:4][CH:3]=1.[Cl-].[NH4+]. Product: [NH2:16][C:15]1[C:10]2[N:11]([C:19]([C:20](=[O:22])[CH3:21])=[C:8]([C:5]3[CH:6]=[CH:7][C:2]([F:1])=[CH:3][CH:4]=3)[N:9]=2)[CH:12]=[CH:13][CH:14]=1. The catalyst class is: 415. (2) Reactant: Cl[C:2]1[N:7]=[N:6][C:5]([NH2:8])=[CH:4][C:3]=1[CH:9]1[CH2:14][CH2:13][CH2:12][CH2:11][CH2:10]1.[IH:15].O.C([O-])([O-])=O.[Na+].[Na+]. Product: [CH:9]1([C:3]2[CH:4]=[C:5]([NH2:8])[N:6]=[N:7][C:2]=2[I:15])[CH2:14][CH2:13][CH2:12][CH2:11][CH2:10]1. The catalyst class is: 25.